From a dataset of NCI-60 drug combinations with 297,098 pairs across 59 cell lines. Regression. Given two drug SMILES strings and cell line genomic features, predict the synergy score measuring deviation from expected non-interaction effect. Drug 1: CN1C(=O)N2C=NC(=C2N=N1)C(=O)N. Drug 2: C1=NC(=NC(=O)N1C2C(C(C(O2)CO)O)O)N. Cell line: NCI-H226. Synergy scores: CSS=15.2, Synergy_ZIP=-0.653, Synergy_Bliss=-0.554, Synergy_Loewe=-38.4, Synergy_HSA=-5.11.